From a dataset of Reaction yield outcomes from USPTO patents with 853,638 reactions. Predict the reaction yield, written as a fraction of the theoretical maximum amount of product (1.0 means a 100% yield; for example, 0.34 means a 34% yield). (1) The reactants are [CH3:1][O:2][C:3]1[CH:8]=[CH:7][C:6]([C:9]2[C:14]([C:15]3[CH:20]=[CH:19][C:18]([O:21][CH3:22])=[CH:17][CH:16]=3)=[N:13][N:12]([CH2:23][CH2:24][C:25]([OH:27])=O)[C:11](=[O:28])[CH:10]=2)=[CH:5][CH:4]=1.C(Cl)(=O)C(Cl)=O.[CH2:35]([NH2:42])[C:36]1[CH:41]=[CH:40][CH:39]=[CH:38][CH:37]=1. No catalyst specified. The product is [CH3:1][O:2][C:3]1[CH:8]=[CH:7][C:6]([C:9]2[C:14]([C:15]3[CH:16]=[CH:17][C:18]([O:21][CH3:22])=[CH:19][CH:20]=3)=[N:13][N:12]([CH2:23][CH2:24][C:25]([NH:42][CH2:35][C:36]3[CH:41]=[CH:40][CH:39]=[CH:38][CH:37]=3)=[O:27])[C:11](=[O:28])[CH:10]=2)=[CH:5][CH:4]=1. The yield is 0.522. (2) The reactants are [C:1]1(B(O)O)[CH:6]=[CH:5][CH:4]=[CH:3][CH:2]=1.[F-].[K+].Br[C:13]1[CH:22]=[CH:21][C:16]([NH:17][C:18](=[O:20])[CH3:19])=[CH:15][CH:14]=1. The catalyst is C([O-])(=O)C.[Pd+2].C([O-])(=O)C.C(P(C(C)(C)C)C1C=CC=CC=1C1C=CC=CC=1)(C)(C)C. The product is [C:18]([NH:17][C:16]1[CH:21]=[CH:22][C:13]([C:1]2[CH:6]=[CH:5][CH:4]=[CH:3][CH:2]=2)=[CH:14][CH:15]=1)(=[O:20])[CH3:19]. The yield is 0.860. (3) The reactants are Br[C:2]1[CH:7]=[C:6]([N+:8]([O-:10])=[O:9])[CH:5]=[CH:4][C:3]=1[F:11].C([O-])(=O)C.[K+].[B:17]1([B:17]2[O:21][C:20]([CH3:23])([CH3:22])[C:19]([CH3:25])([CH3:24])[O:18]2)[O:21][C:20]([CH3:23])([CH3:22])[C:19]([CH3:25])([CH3:24])[O:18]1. The catalyst is O1CCOCC1.CS(C)=O.C1C=CC([PH+]([C]2[CH][CH][CH][CH]2)C2C=CC=CC=2)=CC=1.C1C=CC([PH+]([C]2[CH][CH][CH][CH]2)C2C=CC=CC=2)=CC=1.C(Cl)Cl.Cl[Pd]Cl.[Fe]. The product is [F:11][C:3]1[CH:4]=[CH:5][C:6]([N+:8]([O-:10])=[O:9])=[CH:7][C:2]=1[B:17]1[O:21][C:20]([CH3:23])([CH3:22])[C:19]([CH3:25])([CH3:24])[O:18]1. The yield is 0.900.